From a dataset of Forward reaction prediction with 1.9M reactions from USPTO patents (1976-2016). Predict the product of the given reaction. (1) Given the reactants FC(F)(F)S(O[C:7]1[N:28]=[CH:27][C:10]2[C:11]3[N:12]([CH:16]=[C:17]([C:19]4[N:23]([CH:24]([CH3:26])[CH3:25])[N:22]=[CH:21][N:20]=4)[N:18]=3)[CH2:13][CH2:14][O:15][C:9]=2[CH:8]=1)(=O)=O.[NH:31]1[CH2:35][CH:34]=[CH:33][C@@H:32]1[C:36]([NH2:38])=[O:37].C(N(CC)C(C)C)(C)C.CN(C)C(=O)C, predict the reaction product. The product is: [CH:24]([N:23]1[C:19]([C:17]2[N:18]=[C:11]3[C:10]4[CH:27]=[N:28][C:7]([N:31]5[CH2:35][CH:34]=[CH:33][C@@H:32]5[C:36]([NH2:38])=[O:37])=[CH:8][C:9]=4[O:15][CH2:14][CH2:13][N:12]3[CH:16]=2)=[N:20][CH:21]=[N:22]1)([CH3:25])[CH3:26]. (2) Given the reactants C(OC([N:8]1[CH2:12][C@@H:11]([CH3:13])[CH2:10][C@H:9]1[C:14]1[NH:15][CH:16]=[C:17]([C:19]2[CH:24]=[CH:23][C:22]([C:25]3[CH:30]=[CH:29][C:28]([C:31]4[CH:32]=[CH:33][C:34]5[NH:38][C:37]([C@@H:39]6[CH2:43][C@H:42]([CH3:44])[CH2:41][N:40]6C(OC(C)(C)C)=O)=[N:36][C:35]=5[CH:52]=4)=[CH:27][CH:26]=3)=[CH:21][CH:20]=2)[N:18]=1)=O)(C)(C)C.Cl, predict the reaction product. The product is: [CH3:44][C@@H:42]1[CH2:41][NH:40][C@H:39]([C:37]2[NH:38][C:34]3[CH:33]=[CH:32][C:31]([C:28]4[CH:27]=[CH:26][C:25]([C:22]5[CH:21]=[CH:20][C:19]([C:17]6[N:18]=[C:14]([C@@H:9]7[CH2:10][C@H:11]([CH3:13])[CH2:12][NH:8]7)[NH:15][CH:16]=6)=[CH:24][CH:23]=5)=[CH:30][CH:29]=4)=[CH:52][C:35]=3[N:36]=2)[CH2:43]1.